Dataset: Forward reaction prediction with 1.9M reactions from USPTO patents (1976-2016). Task: Predict the product of the given reaction. (1) Given the reactants [NH2:1][C:2]1[CH:18]=[CH:17][CH:16]=[C:15]([Cl:19])[C:3]=1[C:4]([NH:6][C:7]1[CH:12]=[CH:11][CH:10]=[CH:9][C:8]=1[O:13][CH3:14])=[O:5].[Cl:20][CH2:21][C:22](Cl)=O, predict the reaction product. The product is: [Cl:19][C:15]1[CH:16]=[CH:17][CH:18]=[C:2]2[C:3]=1[C:4](=[O:5])[N:6]([C:7]1[CH:12]=[CH:11][CH:10]=[CH:9][C:8]=1[O:13][CH3:14])[C:22]([CH2:21][Cl:20])=[N:1]2. (2) Given the reactants Cl[CH2:2][CH2:3][O:4][C:5]1[CH:10]=[CH:9][C:8](/[C:11](/[C:25]2[CH:30]=[CH:29][C:28]([OH:31])=[CH:27][CH:26]=2)=[C:12](\[C:15]2[CH:24]=[CH:23][C:18]3[N:19]([CH3:22])[CH:20]=[N:21][C:17]=3[CH:16]=2)/[CH2:13][CH3:14])=[CH:7][CH:6]=1.[CH3:32][NH2:33], predict the reaction product. The product is: [CH3:22][N:19]1[C:18]2[CH:23]=[CH:24][C:15](/[C:12](/[CH2:13][CH3:14])=[C:11](/[C:25]3[CH:30]=[CH:29][C:28]([OH:31])=[CH:27][CH:26]=3)\[C:8]3[CH:9]=[CH:10][C:5]([O:4][CH2:3][CH2:2][NH:33][CH3:32])=[CH:6][CH:7]=3)=[CH:16][C:17]=2[N:21]=[CH:20]1. (3) Given the reactants [O:1]=[C:2]1[CH2:7][O:6][CH2:5][CH:4]([C:8]([O:10][CH3:11])=[O:9])[CH2:3]1.[BH4-].[Na+], predict the reaction product. The product is: [OH:1][C@@H:2]1[CH2:7][O:6][CH2:5][C@@H:4]([C:8]([O:10][CH3:11])=[O:9])[CH2:3]1. (4) Given the reactants [N+](C1C=CC(C([O:10][CH:11]2[CH2:14][CH:13]([C:15]([O:17][CH3:18])=[O:16])[CH2:12]2)=O)=CC=1)([O-])=O.C([O-])([O-])=O.[K+].[K+], predict the reaction product. The product is: [O:10]=[C:11]1[CH2:14][CH:13]([C:15]([O:17][CH3:18])=[O:16])[CH2:12]1. (5) The product is: [Cl:24][C:6]1[C:5]([O:4][C:3]2[CH:17]=[CH:18][C:19]([F:21])=[CH:20][C:2]=2[F:1])=[CH:10][N:9]=[C:8]([CH2:11][S:12]([CH3:15])(=[O:14])=[O:13])[N:7]=1. Given the reactants [F:1][C:2]1[CH:20]=[C:19]([F:21])[CH:18]=[CH:17][C:3]=1[O:4][C:5]1[C:6](O)=[N:7][C:8]([CH2:11][S:12]([CH3:15])(=[O:14])=[O:13])=[N:9][CH:10]=1.O=P(Cl)(Cl)[Cl:24], predict the reaction product. (6) Given the reactants Cl[C:2]1[CH:10]=[CH:9][C:5]([C:6]([OH:8])=[O:7])=[CH:4][N:3]=1.O.[NH2:12][NH2:13], predict the reaction product. The product is: [NH:12]([C:2]1[CH:10]=[CH:9][C:5]([C:6]([OH:8])=[O:7])=[CH:4][N:3]=1)[NH2:13]. (7) Given the reactants Br[C:2]1[CH:3]=[C:4]([CH2:8][OH:9])[CH:5]=[N:6][CH:7]=1.[CH3:10][O:11][C:12](=[O:20])[C:13]1[CH:18]=[CH:17][CH:16]=[C:15]([SH:19])[CH:14]=1, predict the reaction product. The product is: [NH3:6].[CH3:10][O:11][C:12](=[O:20])[C:13]1[CH:18]=[CH:17][CH:16]=[C:15]([S:19][C:2]2[CH:7]=[N:6][CH:5]=[C:4]([CH2:8][OH:9])[CH:3]=2)[CH:14]=1. (8) Given the reactants [CH:1]1([CH2:7][CH2:8][CH2:9][CH2:10][C:11]([OH:13])=O)[CH2:6][CH2:5][CH2:4][CH2:3][CH2:2]1.[CH:14]1([CH2:20][CH2:21][C:22](O)=O)[CH2:19]CCCC1, predict the reaction product. The product is: [CH:1]1([CH2:7][CH2:8][CH2:9][CH2:10][C:11]([CH:19]2[CH2:14][CH2:20][CH2:21][CH2:22]2)=[O:13])[CH2:2][CH2:3][CH2:4][CH2:5][CH2:6]1. (9) Given the reactants [NH2:1][C:2]1[N:10]=[CH:9][N:8]=[C:7]2[C:3]=1[N:4]=[CH:5][N:6]2[C@H:11]1[C@@H:15]2[O:16][C:17]([CH3:20])([CH3:19])[O:18][C@@H:14]2[C@@H:13]([CH2:21][N:22]([CH3:38])[CH:23]2[CH2:26][CH:25]([NH:27]C(=O)OCC3C=CC=CC=3)[CH2:24]2)[O:12]1.C(Cl)Cl, predict the reaction product. The product is: [NH2:1][C:2]1[N:10]=[CH:9][N:8]=[C:7]2[C:3]=1[N:4]=[CH:5][N:6]2[C@H:11]1[C@@H:15]2[O:16][C:17]([CH3:19])([CH3:20])[O:18][C@@H:14]2[C@@H:13]([CH2:21][N:22]([CH3:38])[CH:23]2[CH2:24][CH:25]([NH2:27])[CH2:26]2)[O:12]1.